From a dataset of Full USPTO retrosynthesis dataset with 1.9M reactions from patents (1976-2016). Predict the reactants needed to synthesize the given product. (1) Given the product [C:10]1([C:9]#[C:1][C:3]2[CH:4]=[N:5][CH:6]=[CH:7][CH:8]=2)[CH:15]=[CH:14][CH:13]=[CH:12][CH:11]=1, predict the reactants needed to synthesize it. The reactants are: [C:1]([C:3]1[CH:4]=[N:5][CH:6]=[CH:7][CH:8]=1)#N.[C:9](#N)[C:10]1[CH:15]=[CH:14][CH:13]=[CH:12][CH:11]=1. (2) Given the product [C:30]([OH:37])(=[O:36])/[CH:31]=[CH:32]/[C:33]([OH:35])=[O:34].[CH2:12]([C:11]1[CH:10]=[C:9]2[C:5](=[CH:4][C:3]=1[CH2:1][CH3:2])[CH2:6][CH:7]([NH:14][CH2:15][C@@H:16]([C:18]1[CH:27]=[CH:26][C:25]([OH:28])=[C:24]3[C:19]=1[CH:20]=[CH:21][C:22](=[O:29])[NH:23]3)[OH:17])[CH2:8]2)[CH3:13], predict the reactants needed to synthesize it. The reactants are: [CH2:1]([C:3]1[CH:4]=[C:5]2[C:9](=[CH:10][C:11]=1[CH2:12][CH3:13])[CH2:8][CH:7]([NH:14][CH2:15][C@@H:16]([C:18]1[CH:27]=[CH:26][C:25]([OH:28])=[C:24]3[C:19]=1[CH:20]=[CH:21][C:22](=[O:29])[NH:23]3)[OH:17])[CH2:6]2)[CH3:2].[C:30]([OH:37])(=[O:36])/[CH:31]=[CH:32]/[C:33]([OH:35])=[O:34]. (3) Given the product [Cl:1][C:2]1[CH:7]=[CH:6][C:5]([C:8]([C:14]2[CH:19]=[CH:18][C:17]([Cl:20])=[CH:16][CH:15]=2)([OH:13])[CH2:9][CH2:10][CH2:11][CH2:21][CH3:22])=[CH:4][CH:3]=1, predict the reactants needed to synthesize it. The reactants are: [Cl:1][C:2]1[CH:7]=[CH:6][C:5]([C:8]([C:14]2[CH:19]=[CH:18][C:17]([Cl:20])=[CH:16][CH:15]=2)([OH:13])[CH2:9][CH2:10][CH2:11]O)=[CH:4][CH:3]=1.[C:21](OC)(=O)[CH2:22]CCCC.ClC1C=CC([Mg]Br)=CC=1. (4) Given the product [F:15][C:14]([F:17])([F:16])[C:12]1[CH:11]=[N:10][CH:9]=[C:8]([C:25]#[C:24][C:18]2[CH:23]=[CH:22][CH:21]=[CH:20][CH:19]=2)[CH:13]=1, predict the reactants needed to synthesize it. The reactants are: C(=O)([O-])[O-].[Cs+].[Cs+].Cl[C:8]1[CH:9]=[N:10][CH:11]=[C:12]([C:14]([F:17])([F:16])[F:15])[CH:13]=1.[C:18]1([C:24]#[CH:25])[CH:23]=[CH:22][CH:21]=[CH:20][CH:19]=1.